From a dataset of SARS-CoV-2 main protease (3CLPro) crystallographic fragment screen with 879 compounds. Binary Classification. Given a drug SMILES string, predict its activity (active/inactive) in a high-throughput screening assay against a specified biological target. (1) The compound is CNCc1ccncc1. The result is 0 (inactive). (2) The compound is CN(C)C(=O)CNc1ccccc1. The result is 0 (inactive). (3) The molecule is CC(=O)NCCc1ccccc1C. The result is 0 (inactive). (4) The drug is O=C(COc1ccc(F)cc1)N1CCCC1. The result is 0 (inactive). (5) The drug is Cc1csc(NC(=O)C2CCOCC2)n1. The result is 0 (inactive). (6) The compound is Nc1ccccc1OCc1ccccc1. The result is 0 (inactive). (7) The compound is Cc1cc(F)ccc1CS(N)(=O)=O. The result is 0 (inactive).